This data is from Full USPTO retrosynthesis dataset with 1.9M reactions from patents (1976-2016). The task is: Predict the reactants needed to synthesize the given product. (1) Given the product [OH:39][NH:38][C:36]([N:14]1[CH2:13][CH2:12][CH:11]([N:10]([CH2:9][C:3]2[C:2]([CH3:1])=[CH:7][C:6]([CH3:8])=[CH:5][N:4]=2)[CH2:17][C:18]2[C:23]([C:24]([O:27][CH3:28])([CH3:25])[CH3:26])=[CH:22][CH:21]=[CH:20][N:19]=2)[CH2:16][CH2:15]1)=[O:29], predict the reactants needed to synthesize it. The reactants are: [CH3:1][C:2]1[C:3]([CH2:9][N:10]([CH2:17][C:18]2[C:23]([C:24]([O:27][CH3:28])([CH3:26])[CH3:25])=[CH:22][CH:21]=[CH:20][N:19]=2)[CH:11]2[CH2:16][CH2:15][NH:14][CH2:13][CH2:12]2)=[N:4][CH:5]=[C:6]([CH3:8])[CH:7]=1.[O:29]([C:36]([NH:38][OH:39])=O)C1C=CC=CC=1. (2) Given the product [CH3:13][O:14][C:15]([C:17]1[CH:18]2[N:41]([C:60]([O:62][C:63]([CH3:64])([CH3:65])[CH3:66])=[O:61])[CH:21]([CH2:22][C:23]=1[C:24]1[CH:25]=[CH:26][C:27]([O:30][CH2:31][CH2:32][OH:33])=[CH:28][CH:29]=1)[CH2:20][CH2:19]2)=[O:16], predict the reactants needed to synthesize it. The reactants are: ClC(OC(Cl)C)=O.C([O-])(O)=O.[Na+].[CH3:13][O:14][C:15]([C:17]1[CH:18]2[N:41](C)[CH:21]([CH2:22][C:23]=1[C:24]1[CH:29]=[CH:28][C:27]([O:30][CH2:31][CH2:32][O:33][Si](C(C)(C)C)(C)C)=[CH:26][CH:25]=1)[CH2:20][CH2:19]2)=[O:16].CCN(C(C)C)C(C)C.[CH3:64][C:63]([O:62][C:60](O[C:60]([O:62][C:63]([CH3:66])([CH3:65])[CH3:64])=[O:61])=[O:61])([CH3:66])[CH3:65]. (3) Given the product [OH:4][CH:3]([CH2:5][OH:6])[CH2:2][O:1][C:24]([N:17]1[C:18]2[C:23](=[CH:22][CH:21]=[CH:20][CH:19]=2)/[C:15](=[CH:14]/[C:9]2[NH:10][C:11]([CH3:13])=[CH:12][C:8]=2[CH3:7])/[C:16]1=[O:27])=[O:25], predict the reactants needed to synthesize it. The reactants are: [OH:1][CH2:2][CH:3]([CH2:5][OH:6])[OH:4].[CH3:7][C:8]1[CH:12]=[C:11]([CH3:13])[NH:10][C:9]=1/[CH:14]=[C:15]1\[C:16](=[O:27])[N:17]([C:24](Cl)=[O:25])[C:18]2[C:23]\1=[CH:22][CH:21]=[CH:20][CH:19]=2. (4) Given the product [F:13][C:8]1[CH:7]=[C:6]2[C:11]([CH:12]=[C:3]([C:1]([NH:27][NH2:28])=[NH:2])[N:4]=[C:5]2[NH:14][C@H:15]2[CH2:19][CH2:18][N:17]([C:20]([O:22][C:23]([CH3:26])([CH3:25])[CH3:24])=[O:21])[CH2:16]2)=[CH:10][CH:9]=1, predict the reactants needed to synthesize it. The reactants are: [C:1]([C:3]1[N:4]=[C:5]([NH:14][C@H:15]2[CH2:19][CH2:18][N:17]([C:20]([O:22][C:23]([CH3:26])([CH3:25])[CH3:24])=[O:21])[CH2:16]2)[C:6]2[C:11]([CH:12]=1)=[CH:10][CH:9]=[C:8]([F:13])[CH:7]=2)#[N:2].[NH2:27][NH2:28].O.